From a dataset of Forward reaction prediction with 1.9M reactions from USPTO patents (1976-2016). Predict the product of the given reaction. (1) Given the reactants [CH3:1][S:2]([NH:5][C:6]1[CH:17]=[CH:16][C:9]2[S:10][C:11]([C:13](O)=[O:14])=[CH:12][C:8]=2[CH:7]=1)(=[O:4])=[O:3].C(Cl)(=O)C([Cl:21])=O.CN(C=O)C, predict the reaction product. The product is: [CH3:1][S:2]([NH:5][C:6]1[CH:17]=[CH:16][C:9]2[S:10][C:11]([C:13]([Cl:21])=[O:14])=[CH:12][C:8]=2[CH:7]=1)(=[O:4])=[O:3]. (2) Given the reactants [CH3:1][O:2][C:3]1[N:8]=[CH:7][N:6]=[C:5]([CH2:9][N:10]2[C:18]3[C:13](=[N:14][CH:15]=[C:16]([CH3:19])[CH:17]=3)[C:12]([C:20](O)=[O:21])=[CH:11]2)[C:4]=1[CH3:23].[CH:24]1([CH2:27][NH2:28])[CH2:26][CH2:25]1, predict the reaction product. The product is: [CH:24]1([CH2:27][NH:28][C:20]([C:12]2[C:13]3=[N:14][CH:15]=[C:16]([CH3:19])[CH:17]=[C:18]3[N:10]([CH2:9][C:5]3[C:4]([CH3:23])=[C:3]([O:2][CH3:1])[N:8]=[CH:7][N:6]=3)[CH:11]=2)=[O:21])[CH2:26][CH2:25]1. (3) Given the reactants [F:1][C:2]([F:15])([F:14])[C:3]1[CH:12]=[C:11]2[C:6]([CH:7]=[CH:8][NH:9][C:10]2=[O:13])=[CH:5][CH:4]=1.I[C:17]1[CH:18]=[N:19][CH:20]=[CH:21][C:22]=1[CH3:23].N1C2C(=CC=CC=2O)C=CC=1.C(=O)([O-])[O-].[K+].[K+], predict the reaction product. The product is: [CH3:23][C:22]1[CH:21]=[CH:20][N:19]=[CH:18][C:17]=1[N:9]1[CH:8]=[CH:7][C:6]2[C:11](=[CH:12][C:3]([C:2]([F:1])([F:14])[F:15])=[CH:4][CH:5]=2)[C:10]1=[O:13].